This data is from Antibody developability classification from SAbDab with 2,409 antibodies. The task is: Regression/Classification. Given an antibody's heavy chain and light chain sequences, predict its developability. TAP uses regression for 5 developability metrics; SAbDab uses binary classification. The antibody is ['QVQLQQSGAELVKPGASVRMSCKASGYTFTNYNMYWVKQSPGQGLEWIGIFYPGNGDTSYNQKFKDKATLTADKSSNTAYMQLSSLTSEDSAVYYCARSGGSYRYDGGFDYWGQGTTVTVSS', 'DIELTQTTSSLSASLGDRVTISCRASQDISNYLNWYQQNPDGTVKLLIYYTSNLHSEVPSRFSGSGSGTDYSLTISNLEQEDIATYFCQQDFTLPFTFGGGTKLEIR']. Result: 1 (developable).